Dataset: Catalyst prediction with 721,799 reactions and 888 catalyst types from USPTO. Task: Predict which catalyst facilitates the given reaction. (1) Reactant: [CH2:1]([C:3]1[N:8]=[C:7]2[S:9][C:10]3[CH2:15][CH2:14][CH2:13][CH2:12][C:11]=3[C:6]2=[C:5]([C:16]2[CH:21]=[CH:20][C:19]([CH3:22])=[CH:18][CH:17]=2)[C:4]=1[CH2:23][C:24]([O:26][CH2:27][CH3:28])=[O:25])[CH3:2].[Li+].C[Si]([N-][Si](C)(C)C)(C)C.[CH2:39]1[CH2:43]OC[CH2:40]1.C(I)CC. Product: [CH2:1]([C:3]1[N:8]=[C:7]2[S:9][C:10]3[CH2:15][CH2:14][CH2:13][CH2:12][C:11]=3[C:6]2=[C:5]([C:16]2[CH:17]=[CH:18][C:19]([CH3:22])=[CH:20][CH:21]=2)[C:4]=1[CH:23]([CH2:40][CH2:39][CH3:43])[C:24]([O:26][CH2:27][CH3:28])=[O:25])[CH3:2]. The catalyst class is: 3. (2) Reactant: [C:1]([C:5]1[CH:11]=[CH:10][CH:9]=[CH:8][C:6]=1[NH2:7])([CH3:4])([CH3:3])[CH3:2].[Br-:12].[Br-].[Br-].C([N+](CCCC)(CCCC)CCCC)CCC.C([N+](CCCC)(CCCC)CCCC)CCC.C([N+](CCCC)(CCCC)CCCC)CCC.O. Product: [Br:12][C:10]1[CH:9]=[CH:8][C:6]([NH2:7])=[C:5]([C:1]([CH3:4])([CH3:2])[CH3:3])[CH:11]=1. The catalyst class is: 1. (3) The catalyst class is: 5. Reactant: [N+:1]([C:4]1[CH:20]=[C:19]([S:21][C:22]#N)[CH:18]=[CH:17][C:5]=1[NH:6][S:7]([C:10]1[CH:15]=[CH:14][C:13]([CH3:16])=[CH:12][CH:11]=1)(=[O:9])=[O:8])([O-:3])=[O:2].[BH4-].[Na+].CI.O. Product: [N+:1]([C:4]1[CH:20]=[C:19]([S:21][CH3:22])[CH:18]=[CH:17][C:5]=1[NH:6][S:7]([C:10]1[CH:11]=[CH:12][C:13]([CH3:16])=[CH:14][CH:15]=1)(=[O:9])=[O:8])([O-:3])=[O:2].